This data is from Forward reaction prediction with 1.9M reactions from USPTO patents (1976-2016). The task is: Predict the product of the given reaction. (1) Given the reactants [Br:1][CH2:2][C:3]([C:5]1[C:6](=[O:16])[O:7][C:8]2[C:13]([CH:14]=1)=[CH:12][CH:11]=[C:10]([F:15])[CH:9]=2)=[O:4].[CH3:17][C:18]1[CH:23]=[N:22][C:21]([CH3:24])=[CH:20][N:19]=1, predict the reaction product. The product is: [Br-:1].[F:15][C:10]1[CH:9]=[C:8]2[C:13]([CH:14]=[C:5]([C:3](=[O:4])[CH2:2][N+:19]3[CH:20]=[C:21]([CH3:24])[N:22]=[CH:23][C:18]=3[CH3:17])[C:6](=[O:16])[O:7]2)=[CH:12][CH:11]=1. (2) The product is: [CH:9]1([N:6]2[C:7](=[O:8])[C:2]([CH3:17])([N:1]3[C:28](=[O:41])[C:29]4[C:34](=[C:33]([F:37])[C:32]([F:38])=[C:31]([F:39])[C:30]=4[F:40])[C:35]3=[O:36])[C:3](=[O:16])[NH:4][C:5]2=[O:15])[CH2:14][CH2:13][CH2:12][CH2:11][CH2:10]1. Given the reactants [NH2:1][C:2]1([CH3:17])[C:7](=[O:8])[N:6]([CH:9]2[CH2:14][CH2:13][CH2:12][CH2:11][CH2:10]2)[C:5](=[O:15])[NH:4][C:3]1=[O:16].C(N1C(=O)C(C)(N2[C:35](=[O:36])[C:34]3[C:29](=[C:30]([F:40])[C:31]([F:39])=[C:32]([F:38])[C:33]=3[F:37])[C:28]2=[O:41])C(=O)NC1=O)C, predict the reaction product. (3) Given the reactants [CH3:1][C:2]1[CH:3]=[N:4][CH:5]=[CH:6][C:7]=1[CH:8]=[O:9].[CH3:10][Mg]Br.[Cl-].[NH4+], predict the reaction product. The product is: [CH3:1][C:2]1[CH:3]=[N:4][CH:5]=[CH:6][C:7]=1[CH:8]([OH:9])[CH3:10]. (4) Given the reactants C(=O)([O-])[O-].[K+].[K+].[CH2:7](Br)[C:8]#[C:9][CH3:10].CN(C)C=O.[CH3:17][N:18]1[C:23](=[O:24])[C:22]2[NH:25][C:26]([N:28]3[CH2:33][CH2:32][N:31]([C:34]([O:36][C:37]([CH3:40])([CH3:39])[CH3:38])=[O:35])[CH2:30][CH2:29]3)=[N:27][C:21]=2[CH:20]=[N:19]1, predict the reaction product. The product is: [CH2:7]([N:25]1[C:22]2[C:23](=[O:24])[N:18]([CH3:17])[N:19]=[CH:20][C:21]=2[N:27]=[C:26]1[N:28]1[CH2:33][CH2:32][N:31]([C:34]([O:36][C:37]([CH3:40])([CH3:39])[CH3:38])=[O:35])[CH2:30][CH2:29]1)[C:8]#[C:9][CH3:10].